From a dataset of Reaction yield outcomes from USPTO patents with 853,638 reactions. Predict the reaction yield, written as a fraction of the theoretical maximum amount of product (1.0 means a 100% yield; for example, 0.34 means a 34% yield). (1) The reactants are [Cl:1][C:2]1[C:3]([O:12][C:13]2[CH:18]=[C:17]([O:19][CH2:20][CH2:21][O:22][CH3:23])[CH:16]=[CH:15][C:14]=2[CH2:24][CH2:25][CH2:26][OH:27])=[N:4][CH:5]=[C:6]([C:8]([F:11])([F:10])[F:9])[CH:7]=1.Cl[S:29]([N:32]=[C:33]=[O:34])(=[O:31])=[O:30].[CH3:35][CH:36]([CH3:40])[CH2:37][CH2:38][NH2:39].Cl. The catalyst is ClCCl.C(OCC)(=O)C.C(O)C.O.N1C=CC=CC=1. The product is [CH3:35][CH:36]([CH3:40])[CH2:37][CH2:38][NH:39][S:29]([NH:32][C:33](=[O:34])[O:27][CH2:26][CH2:25][CH2:24][C:14]1[CH:15]=[CH:16][C:17]([O:19][CH2:20][CH2:21][O:22][CH3:23])=[CH:18][C:13]=1[O:12][C:3]1[C:2]([Cl:1])=[CH:7][C:6]([C:8]([F:9])([F:11])[F:10])=[CH:5][N:4]=1)(=[O:31])=[O:30]. The yield is 0.120. (2) The reactants are [C:1]([O:4][CH2:5][CH2:6][C:7]1[CH:12]=[CH:11][C:10]2[O:13][CH2:14][O:15][C:9]=2[CH:8]=1)(=[O:3])[CH3:2].[N+:16]([O-])([OH:18])=[O:17].O. The catalyst is C(O)(=O)C. The product is [C:1]([O:4][CH2:5][CH2:6][C:7]1[C:12]([N+:16]([O-:18])=[O:17])=[CH:11][C:10]2[O:13][CH2:14][O:15][C:9]=2[CH:8]=1)(=[O:3])[CH3:2]. The yield is 0.880. (3) The reactants are [OH:1][C:2]1[C:9]([O:10][C:11]([F:14])([F:13])[F:12])=[CH:8][CH:7]=[CH:6][C:3]=1[CH:4]=[O:5].C([O-])([O-])=O.[K+].[K+].Br[CH2:22][CH2:23][CH3:24]. The catalyst is CN(C=O)C. The product is [CH2:22]([O:1][C:2]1[C:9]([O:10][C:11]([F:12])([F:13])[F:14])=[CH:8][CH:7]=[CH:6][C:3]=1[CH:4]=[O:5])[CH2:23][CH3:24]. The yield is 0.960. (4) The product is [C:21]([C:14]1[CH:15]=[CH:16][C:17]([O:58][CH2:57][C:54]2([NH:53][C:51]([O:50][CH2:43][C:44]3[CH:45]=[CH:46][CH:47]=[CH:48][CH:49]=3)=[O:52])[CH2:55][CH2:56]2)=[C:18]([O:62][CH3:61])[CH:19]=1)(=[O:23])[CH3:20]. The yield is 0.535. No catalyst specified. The reactants are [C:14]1(P([C:14]2[CH:19]=[CH:18][CH:17]=[CH:16][CH:15]=2)[C:14]2[CH:19]=[CH:18][CH:17]=[CH:16][CH:15]=2)[CH:19]=[CH:18][CH:17]=[CH:16][CH:15]=1.[CH3:20][CH:21]([O:23]C(/N=N/C(OC(C)C)=O)=O)C.CCN(C(C)C)C(C)C.[CH2:43]([O:50][C:51]([NH:53][C:54]1([CH2:57][OH:58])[CH2:56][CH2:55]1)=[O:52])[C:44]1[CH:49]=[CH:48][CH:47]=[CH:46][CH:45]=1.C1C[O:62][CH2:61]C1. (5) The reactants are [Cl:1][C:2]1[CH:7]=[CH:6][C:5](/[CH:8]=[CH:9]/[C@@H:10]([OH:30])[CH:11]([N:14]([C:23]([O:25][C:26]([CH3:29])([CH3:28])[CH3:27])=[O:24])[NH:15][C:16]([O:18][C:19]([CH3:22])([CH3:21])[CH3:20])=[O:17])[CH2:12]O)=[CH:4][CH:3]=1.O.[C:32]1([CH3:42])[CH:37]=CC(S(O)(=O)=O)=C[CH:33]=1. The catalyst is CC(C)=O. The product is [Cl:1][C:2]1[CH:3]=[CH:4][C:5](/[CH:8]=[CH:9]/[C@@H:10]2[CH:11]([N:14]([C:23]([O:25][C:26]([CH3:29])([CH3:28])[CH3:27])=[O:24])[NH:15][C:16]([O:18][C:19]([CH3:20])([CH3:22])[CH3:21])=[O:17])[CH2:12][CH2:33][C:32]([CH3:42])([CH3:37])[O:30]2)=[CH:6][CH:7]=1. The yield is 0.930. (6) The reactants are [NH2:1][C:2]1[S:6][C:5]([C:7]2[CH:12]=[CH:11][CH:10]=[CH:9][CH:8]=2)=[N:4][C:3]=1[C:13]([O:15][CH2:16][CH3:17])=[O:14].[CH3:18][C:19]([O:22][C:23](O[C:23]([O:22][C:19]([CH3:21])([CH3:20])[CH3:18])=[O:24])=[O:24])([CH3:21])[CH3:20]. The catalyst is CC#N.CN(C1C=CN=CC=1)C. The product is [C:19]([O:22][C:23]([NH:1][C:2]1[S:6][C:5]([C:7]2[CH:12]=[CH:11][CH:10]=[CH:9][CH:8]=2)=[N:4][C:3]=1[C:13]([O:15][CH2:16][CH3:17])=[O:14])=[O:24])([CH3:21])([CH3:20])[CH3:18]. The yield is 0.950. (7) The reactants are C[O:2][C:3](=[O:51])[CH2:4][CH2:5][NH:6][C:7](=[O:50])[C:8]1[CH:13]=[C:12]([C:14]2[CH:19]=[C:18]([Cl:20])[CH:17]=[CH:16][C:15]=2[O:21][C:22]2[CH:27]=[C:26]([F:28])[C:25]([S:29](=[O:48])(=[O:47])[N:30]([CH2:36][C:37]3[CH:42]=[CH:41][C:40]([O:43][CH3:44])=[CH:39][C:38]=3[O:45][CH3:46])[C:31]3[S:35][N:34]=[CH:33][N:32]=3)=[CH:24][C:23]=2[Cl:49])[CH:11]=[CH:10][N:9]=1.O.[OH-].[Li+].Cl. The catalyst is C1COCC1.O. The product is [Cl:20][C:18]1[CH:17]=[CH:16][C:15]([O:21][C:22]2[CH:27]=[C:26]([F:28])[C:25]([S:29](=[O:47])(=[O:48])[N:30]([CH2:36][C:37]3[CH:42]=[CH:41][C:40]([O:43][CH3:44])=[CH:39][C:38]=3[O:45][CH3:46])[C:31]3[S:35][N:34]=[CH:33][N:32]=3)=[CH:24][C:23]=2[Cl:49])=[C:14]([C:12]2[CH:11]=[CH:10][N:9]=[C:8]([C:7]([NH:6][CH2:5][CH2:4][C:3]([OH:51])=[O:2])=[O:50])[CH:13]=2)[CH:19]=1. The yield is 0.990. (8) The yield is 0.890. The product is [Cl:1][C:2]1[CH:11]=[C:10]2[C:5]([C:6]([N:12]([CH2:29][CH2:28][CH2:32][N:9]([CH2:10][CH3:5])[CH2:8][CH3:7])[CH2:13][CH2:14][NH2:15])=[CH:7][CH:8]=[N:9]2)=[CH:4][CH:3]=1. The reactants are [Cl:1][C:2]1[CH:11]=[C:10]2[C:5]([C:6]([NH:12][CH2:13][CH2:14][NH:15]C(=O)CCN(CC)CC)=[CH:7][CH:8]=[N:9]2)=[CH:4][CH:3]=1.Cl.[OH-].[Na+].[CH2:28]1[CH2:32]OC[CH2:29]1. No catalyst specified. (9) The reactants are C1([N:4]2[C:9](=[O:10])[C:8]([CH2:11]O)=[C:7](C)[C:6]([C:14]3[CH:19]=[CH:18][C:17]([O:20][CH3:21])=[C:16]([F:22])[CH:15]=3)=[N:5]2)CC1.C(Br)(Br)(Br)[Br:24].N1[CH:33]=[CH:32][CH:31]=[CH:30]C=1.C1(P(C2C=CC=CC=2)C2C=CC=CC=2)C=CC=CC=1. The catalyst is O1CCCC1. The product is [Br:24][CH2:11][C:8]1[C:9](=[O:10])[N:4]([CH2:30][CH:31]2[CH2:33][CH2:32]2)[N:5]=[C:6]([C:14]2[CH:19]=[CH:18][C:17]([O:20][CH3:21])=[C:16]([F:22])[CH:15]=2)[CH:7]=1. The yield is 0.695.